Dataset: Forward reaction prediction with 1.9M reactions from USPTO patents (1976-2016). Task: Predict the product of the given reaction. (1) The product is: [CH3:4][O:5][C:6]1[CH:7]=[C:8]2[C:13](=[CH:14][CH:15]=1)[O:12][C:11]([C:16]1[CH:21]=[CH:20][C:19]([NH2:22])=[CH:18][CH:17]=1)=[CH:10][C:9]2=[O:25]. Given the reactants [Sn](Cl)Cl.[CH3:4][O:5][C:6]1[CH:7]=[C:8]2[C:13](=[CH:14][CH:15]=1)[O:12][C:11]([C:16]1[CH:21]=[CH:20][C:19]([N+:22]([O-])=O)=[CH:18][CH:17]=1)=[CH:10][C:9]2=[O:25].[OH-].[Na+], predict the reaction product. (2) Given the reactants F[C:2]1[CH:12]=[CH:11][C:5]([C:6]([O:8][CH2:9][CH3:10])=[O:7])=[CH:4][C:3]=1[N+:13]([O-:15])=[O:14].[NH:16]1[CH2:21][CH2:20][CH2:19][CH2:18][CH2:17]1, predict the reaction product. The product is: [N+:13]([C:3]1[CH:4]=[C:5]([CH:11]=[CH:12][C:2]=1[N:16]1[CH2:21][CH2:20][CH2:19][CH2:18][CH2:17]1)[C:6]([O:8][CH2:9][CH3:10])=[O:7])([O-:15])=[O:14].